This data is from CYP2C9 inhibition data for predicting drug metabolism from PubChem BioAssay. The task is: Regression/Classification. Given a drug SMILES string, predict its absorption, distribution, metabolism, or excretion properties. Task type varies by dataset: regression for continuous measurements (e.g., permeability, clearance, half-life) or binary classification for categorical outcomes (e.g., BBB penetration, CYP inhibition). Dataset: cyp2c9_veith. (1) The drug is CNc1cc(CSC)nc(SCc2ccc(Cl)c(Cl)c2)n1. The result is 1 (inhibitor). (2) The molecule is O=C(NCCCN1CCN(Cc2ccccc2)CC1)C1CCN(S(=O)(=O)N2CCCC2)CC1. The result is 0 (non-inhibitor). (3) The result is 0 (non-inhibitor). The drug is NNC(=O)c1nn(-c2ccc(Cl)cc2)ccc1=O. (4) The drug is CN(C)c1ccc(-c2cc(NCc3ccccc3)ncn2)cc1. The result is 0 (non-inhibitor). (5) The molecule is CSc1nncn1/N=C/c1ccc2c(c1)OCO2. The result is 0 (non-inhibitor).